This data is from Catalyst prediction with 721,799 reactions and 888 catalyst types from USPTO. The task is: Predict which catalyst facilitates the given reaction. (1) Reactant: [I:1][C:2]1[CH:7]=[CH:6][C:5]([OH:8])=[CH:4][CH:3]=1.Br[CH2:10][CH2:11][C:12]1[CH:13]2[CH2:18][CH:15]([CH2:16][CH:17]=1)[C:14]2([CH3:20])[CH3:19].C([O-])([O-])=O.[K+].[K+]. Product: [I:1][C:2]1[CH:7]=[CH:6][C:5]([O:8][CH2:10][CH2:11][C:12]2[CH:13]3[CH2:18][CH:15]([CH2:16][CH:17]=2)[C:14]3([CH3:19])[CH3:20])=[CH:4][CH:3]=1. The catalyst class is: 31. (2) Reactant: [Si]([O:8][CH2:9][C:10]([CH3:53])([CH3:52])[CH2:11][C:12]1[CH:17]=[CH:16][C:15]([NH:18][C:19](=[O:47])[CH2:20][C:21]2[CH:26]=[CH:25][C:24]([C:27]3[CH:28]=[N:29][C:30]([O:36]CC4C=CC(OC)=CC=4)=[C:31]([O:33][CH2:34][CH3:35])[CH:32]=3)=[CH:23][C:22]=2[F:46])=[CH:14][C:13]=1[C:48]([F:51])([F:50])[F:49])(C(C)(C)C)(C)C. Product: [CH2:34]([O:33][C:31]1[C:30](=[O:36])[NH:29][CH:28]=[C:27]([C:24]2[CH:25]=[CH:26][C:21]([CH2:20][C:19]([NH:18][C:15]3[CH:16]=[CH:17][C:12]([CH2:11][C:10]([CH3:52])([CH3:53])[CH2:9][OH:8])=[C:13]([C:48]([F:50])([F:51])[F:49])[CH:14]=3)=[O:47])=[C:22]([F:46])[CH:23]=2)[CH:32]=1)[CH3:35]. The catalyst class is: 33. (3) Reactant: [OH:1][C:2]1[CH:7]=[C:6]([CH3:8])[N:5]([C:9]2[CH:10]=[C:11]([CH:16]=[CH:17][C:18]=2[CH3:19])[C:12]([O:14][CH3:15])=[O:13])[C:4](=[O:20])[CH:3]=1.[Br:21]Br.S(S([O-])=O)([O-])(=O)=O.[Na+].[Na+].O. Product: [Br:21][C:3]1[C:4](=[O:20])[N:5]([C:9]2[CH:10]=[C:11]([CH:16]=[CH:17][C:18]=2[CH3:19])[C:12]([O:14][CH3:15])=[O:13])[C:6]([CH3:8])=[CH:7][C:2]=1[OH:1]. The catalyst class is: 130. (4) Reactant: CS([O:5][C@@H:6]([CH3:16])[CH2:7][O:8][Si:9]([C:12]([CH3:15])([CH3:14])[CH3:13])([CH3:11])[CH3:10])(=O)=O.CC(C)([O-])C.[K+].CS(C)=O.[Cl:27][C:28]1[CH:29]=[C:30](O)[CH:31]=[N:32][C:33]=1[O:34][C:35]1[CH:36]=[C:37]2[C:42](=[CH:43][CH:44]=1)[N:41]=[CH:40][N:39]=[C:38]2[NH:45][C:46]1[CH:50]=[CH:49][N:48]([CH3:51])[N:47]=1. Product: [Si:9]([O:8][CH2:7][C@@H:6]([CH3:16])[O:5][C:30]1[CH:29]=[C:28]([Cl:27])[C:33]([O:34][C:35]2[CH:36]=[C:37]3[C:42](=[CH:43][CH:44]=2)[N:41]=[CH:40][N:39]=[C:38]3[NH:45][C:46]2[CH:50]=[CH:49][N:48]([CH3:51])[N:47]=2)=[N:32][CH:31]=1)([C:12]([CH3:15])([CH3:14])[CH3:13])([CH3:11])[CH3:10]. The catalyst class is: 6. (5) Reactant: [CH3:1][O:2][CH2:3][CH2:4][NH:5][C:6]1[CH:7]=[C:8]([C:12]2[C:20]3[C:15](=[CH:16][CH:17]=[C:18]([C:21]([NH2:23])=[O:22])[CH:19]=3)[N:14](C3CCCCO3)[N:13]=2)[CH:9]=[CH:10][CH:11]=1. Product: [CH3:1][O:2][CH2:3][CH2:4][NH:5][C:6]1[CH:7]=[C:8]([C:12]2[C:20]3[C:15](=[CH:16][CH:17]=[C:18]([C:21]([NH2:23])=[O:22])[CH:19]=3)[NH:14][N:13]=2)[CH:9]=[CH:10][CH:11]=1. The catalyst class is: 11. (6) Reactant: O.NN.[Br:4][C:5]1[CH:6]=[C:7]([CH:10]=[C:11]([CH2:13][N:14]2C(=O)C3C(=CC=CC=3)C2=O)[CH:12]=1)[C:8]#[N:9].Cl. Product: [NH2:14][CH2:13][C:11]1[CH:10]=[C:7]([CH:6]=[C:5]([Br:4])[CH:12]=1)[C:8]#[N:9]. The catalyst class is: 14.